Task: Predict the reactants needed to synthesize the given product.. Dataset: Full USPTO retrosynthesis dataset with 1.9M reactions from patents (1976-2016) (1) Given the product [CH3:27][N:28]1[CH2:29][CH2:30][N:31]([C:34]2[N:35]=[C:36]([C:2]3[C:10]4[C:5](=[CH:6][CH:7]=[C:8]([C:11]5[S:12][C:13]([S:16]([CH3:19])(=[O:18])=[O:17])=[N:14][N:15]=5)[CH:9]=4)[N:4]([C:20]([O:22][C:23]([CH3:24])([CH3:26])[CH3:25])=[O:21])[CH:3]=3)[CH:37]=[CH:38][CH:39]=2)[CH2:32][CH2:33]1, predict the reactants needed to synthesize it. The reactants are: I[C:2]1[C:10]2[C:5](=[CH:6][CH:7]=[C:8]([C:11]3[S:12][C:13]([S:16]([CH3:19])(=[O:18])=[O:17])=[N:14][N:15]=3)[CH:9]=2)[N:4]([C:20]([O:22][C:23]([CH3:26])([CH3:25])[CH3:24])=[O:21])[CH:3]=1.[CH3:27][N:28]1[CH2:33][CH2:32][N:31]([C:34]2[CH:39]=[CH:38][CH:37]=[C:36]([Sn](CCCC)(CCCC)CCCC)[N:35]=2)[CH2:30][CH2:29]1. (2) Given the product [OH:24][CH:22]([CH3:23])[CH2:21][C:18]1[CH:19]=[CH:20][C:15]([NH:14][C:2]2[CH:7]=[CH:6][C:5]([C:8](=[O:10])[CH3:9])=[CH:4][C:3]=2[N+:11]([O-:13])=[O:12])=[CH:16][CH:17]=1, predict the reactants needed to synthesize it. The reactants are: Cl[C:2]1[CH:7]=[CH:6][C:5]([C:8](=[O:10])[CH3:9])=[CH:4][C:3]=1[N+:11]([O-:13])=[O:12].[NH2:14][C:15]1[CH:20]=[CH:19][C:18]([CH2:21][CH:22]([OH:24])[CH3:23])=[CH:17][CH:16]=1.